From a dataset of Forward reaction prediction with 1.9M reactions from USPTO patents (1976-2016). Predict the product of the given reaction. (1) Given the reactants [CH2:1]([OH:8])[CH2:2][CH2:3][CH2:4][CH2:5][CH2:6][OH:7].[OH:9][OH:10].S(=O)(=O)(O)O.[OH-].[Na+], predict the reaction product. The product is: [O-:9][OH:10].[CH2:1]([OH:8])[CH2:2][CH2:3][CH2:4][CH2:5][CH2:6][OH:7]. (2) The product is: [CH3:1][O:2][C:3]1[CH:4]=[C:5]([CH:6]=[CH:7][CH:8]=1)[O:9][CH2:17][C:18]([O:20][CH3:21])=[O:19]. Given the reactants [CH3:1][O:2][C:3]1[CH:4]=[C:5]([OH:9])[CH:6]=[CH:7][CH:8]=1.C([O-])([O-])=O.[Cs+].[Cs+].Br[CH2:17][C:18]([O:20][CH3:21])=[O:19], predict the reaction product. (3) Given the reactants [Si:1]([O:8][CH:9]1[CH2:20][C:19](=[O:21])[O:18][C@H:17](/[C:22](/[CH3:26])=[CH:23]/[CH:24]=O)[C@@H:16]([CH3:27])[CH:15]=[CH:14][C@@H:13]2[O:28][C@H:29]([C:31]3[CH:36]=[CH:35][CH:34]=[CH:33][CH:32]=3)[O:30][C@:12]2([CH3:37])[CH2:11][CH2:10]1)([C:4]([CH3:7])([CH3:6])[CH3:5])([CH3:3])[CH3:2].N1C=CC=C[CH:39]=1.O, predict the reaction product. The product is: [Si:1]([O:8][C@H:9]1[CH2:20][C:19](=[O:21])[O:18][C@H:17](/[C:22](/[CH3:26])=[CH:23]/[CH:24]=[CH2:39])[C@@H:16]([CH3:27])[CH:15]=[CH:14][C@@H:13]2[O:28][C@H:29]([C:31]3[CH:36]=[CH:35][CH:34]=[CH:33][CH:32]=3)[O:30][C@:12]2([CH3:37])[CH2:11][CH2:10]1)([C:4]([CH3:6])([CH3:5])[CH3:7])([CH3:3])[CH3:2]. (4) Given the reactants [F:1][C:2]1[CH:10]=[CH:9][C:5]([C:6](Cl)=[O:7])=[CH:4][CH:3]=1.[CH3:11][C:12]1[CH:17]=[CH:16][C:15]([NH2:18])=[CH:14][C:13]=1[O:19][CH:20]1[CH2:25][CH2:24][N:23]([CH3:26])[CH2:22][CH2:21]1, predict the reaction product. The product is: [F:1][C:2]1[CH:10]=[CH:9][C:5]([C:6]([NH:18][C:15]2[CH:16]=[CH:17][C:12]([CH3:11])=[C:13]([O:19][CH:20]3[CH2:25][CH2:24][N:23]([CH3:26])[CH2:22][CH2:21]3)[CH:14]=2)=[O:7])=[CH:4][CH:3]=1.